Dataset: Reaction yield outcomes from USPTO patents with 853,638 reactions. Task: Predict the reaction yield, written as a fraction of the theoretical maximum amount of product (1.0 means a 100% yield; for example, 0.34 means a 34% yield). (1) The reactants are [Cl:1][C:2]1[CH:8]=[C:7]([O:9][C:10]2[C:19]3[C:14](=[CH:15][C:16]([O:22][CH3:23])=[C:17]([O:20][CH3:21])[CH:18]=3)[N:13]=[CH:12][N:11]=2)[CH:6]=[CH:5][C:3]=1[NH2:4].ClC(Cl)(O[C:28](=[O:34])OC(Cl)(Cl)Cl)Cl.[CH2:36]([NH2:39])[CH2:37][CH3:38].C(=O)([O-])O.[Na+]. The catalyst is C(Cl)(Cl)Cl.C(N(CC)CC)C. The product is [Cl:1][C:2]1[CH:8]=[C:7]([O:9][C:10]2[C:19]3[C:14](=[CH:15][C:16]([O:22][CH3:23])=[C:17]([O:20][CH3:21])[CH:18]=3)[N:13]=[CH:12][N:11]=2)[CH:6]=[CH:5][C:3]=1[NH:4][C:28]([NH:39][CH2:36][CH2:37][CH3:38])=[O:34]. The yield is 0.640. (2) The reactants are ClC1N=C(Cl)N=C(Cl)N=1.O[N:11]=[C:12]1[C:35]2[C:30](=[CH:31][CH:32]=[CH:33][CH:34]=2)[C:14]2([CH2:19][CH2:18][N:17]([C:20]([O:22][CH2:23][C:24]3[CH:29]=[CH:28][CH:27]=[CH:26][CH:25]=3)=[O:21])[CH2:16][CH2:15]2)[CH2:13]1.[OH2:36]. The catalyst is CN(C=O)C. The product is [O:36]=[C:12]1[CH2:13][C:14]2([CH2:15][CH2:16][N:17]([C:20]([O:22][CH2:23][C:24]3[CH:29]=[CH:28][CH:27]=[CH:26][CH:25]=3)=[O:21])[CH2:18][CH2:19]2)[C:30]2[C:31](=[CH:32][CH:33]=[CH:34][CH:35]=2)[NH:11]1. The yield is 0.160. (3) The reactants are C([O-])([O-])=O.[Na+].[Na+].Cl[C:8]1[N:9]=[C:10]([CH3:32])[C:11]2[CH:16]([CH3:17])[CH2:15][N:14]([C:18]3[CH:23]=[CH:22][C:21]([CH2:24][C:25]([O:27][C:28]([CH3:31])([CH3:30])[CH3:29])=[O:26])=[CH:20][CH:19]=3)[C:12]=2[N:13]=1.[Cl:33][C:34]1[CH:35]=[C:36](B(O)O)[CH:37]=[CH:38][C:39]=1[O:40][CH3:41].O. The catalyst is COCCOC.C1C=CC([P]([Pd]([P](C2C=CC=CC=2)(C2C=CC=CC=2)C2C=CC=CC=2)([P](C2C=CC=CC=2)(C2C=CC=CC=2)C2C=CC=CC=2)[P](C2C=CC=CC=2)(C2C=CC=CC=2)C2C=CC=CC=2)(C2C=CC=CC=2)C2C=CC=CC=2)=CC=1. The product is [Cl:33][C:34]1[CH:35]=[C:36]([C:8]2[N:9]=[C:10]([CH3:32])[C:11]3[CH:16]([CH3:17])[CH2:15][N:14]([C:18]4[CH:19]=[CH:20][C:21]([CH2:24][C:25]([O:27][C:28]([CH3:30])([CH3:31])[CH3:29])=[O:26])=[CH:22][CH:23]=4)[C:12]=3[N:13]=2)[CH:37]=[CH:38][C:39]=1[O:40][CH3:41]. The yield is 0.840. (4) The reactants are [Mg].Cl[Si:3]([O:10][CH2:11][CH3:12])([O:7][CH2:8][CH3:9])[O:4][CH2:5][CH3:6].Br[C:14]1[C:27]2[S:26][C:25]3[C:20](=[CH:21][CH:22]=[CH:23][CH:24]=3)[S:19][C:18]=2[CH:17]=[CH:16][CH:15]=1. The catalyst is C1COCC1. The product is [CH2:5]([O:4][Si:3]([O:10][CH2:11][CH3:12])([O:7][CH2:8][CH3:9])[C:16]1[CH:15]=[CH:14][C:27]2[S:26][C:25]3[C:20](=[CH:21][CH:22]=[CH:23][CH:24]=3)[S:19][C:18]=2[CH:17]=1)[CH3:6]. The yield is 0.669. (5) The reactants are [CH:1]([C:4]1[N:9]=[C:8]([N:10]2[CH2:15][CH2:14][NH:13][CH2:12][CH2:11]2)[N:7]=[C:6]([NH:16][C:17]2[CH:22]=[CH:21][C:20]([CH3:23])=[CH:19][CH:18]=2)[CH:5]=1)([CH3:3])[CH3:2].[CH3:24][O:25][C:26]1[CH:31]=[CH:30][C:29]([S:32](Cl)(=[O:34])=[O:33])=[CH:28][CH:27]=1.N1C=CC=CC=1. The catalyst is C(Cl)Cl. The product is [CH:1]([C:4]1[N:9]=[C:8]([N:10]2[CH2:11][CH2:12][N:13]([S:32]([C:29]3[CH:28]=[CH:27][C:26]([O:25][CH3:24])=[CH:31][CH:30]=3)(=[O:34])=[O:33])[CH2:14][CH2:15]2)[N:7]=[C:6]([NH:16][C:17]2[CH:18]=[CH:19][C:20]([CH3:23])=[CH:21][CH:22]=2)[CH:5]=1)([CH3:3])[CH3:2]. The yield is 0.320. (6) The reactants are Cl.[CH:2]([N:5]1[CH2:10][CH2:9][CH:8]([O:11][C:12]2[CH:13]=[C:14]3[C:18](=[CH:19][C:20]=2[CH3:21])[NH:17][C:16]([C:22]([OH:24])=O)=[CH:15]3)[CH2:7][CH2:6]1)([CH3:4])[CH3:3].[CH2:25]([O:27][C:28]([N:30]1[CH2:35][CH2:34][NH:33][CH2:32][CH2:31]1)=[O:29])[CH3:26]. No catalyst specified. The product is [CH2:25]([O:27][C:28]([N:30]1[CH2:31][CH2:32][N:33]([C:22]([C:16]2[NH:17][C:18]3[C:14]([CH:15]=2)=[CH:13][C:12]([O:11][CH:8]2[CH2:7][CH2:6][N:5]([CH:2]([CH3:3])[CH3:4])[CH2:10][CH2:9]2)=[C:20]([CH3:21])[CH:19]=3)=[O:24])[CH2:34][CH2:35]1)=[O:29])[CH3:26]. The yield is 0.650. (7) The reactants are [Cl:1][C:2]1[CH:3]=[C:4]([C:20]2[CH:25]=[CH:24][CH:23]=[CH:22][C:21]=2[C:26]#[N:27])[CH:5]=[CH:6][C:7]=1[CH2:8][CH:9]([C:15](=O)[CH2:16][CH2:17][CH3:18])[C:10](OCC)=[O:11].Cl.[C:29](=[NH:32])([NH2:31])[CH3:30].C[O-].[Na+]. The catalyst is CO. The product is [Cl:1][C:2]1[CH:3]=[C:4]([C:20]2[C:21]([C:26]#[N:27])=[CH:22][CH:23]=[CH:24][CH:25]=2)[CH:5]=[CH:6][C:7]=1[CH2:8][C:9]1[C:10](=[O:11])[NH:32][C:29]([CH3:30])=[N:31][C:15]=1[CH2:16][CH2:17][CH3:18]. The yield is 0.730. (8) The reactants are [C:1]([O:4][C@H:5]1[CH2:22][CH2:21][C@@:20]2([CH3:23])[C@@H:7]([CH2:8][CH2:9][C@:10]3([CH3:40])[C@@H:19]2[CH2:18][CH2:17][C@H:16]2[C@@:11]3([CH3:39])[CH2:12][CH2:13][C@@:14]3([CH:31]([CH:33]4SCCCS4)[OH:32])[CH2:26][C:25](=[O:27])[C:24]([CH:28]([CH3:30])[CH3:29])=[C:15]32)[C:6]1([CH3:42])[CH3:41])(=[O:3])[CH3:2].C1C(=O)N(Br)C(=[O:46])C1. The catalyst is C(#N)C.O. The product is [C:1]([O:4][C@H:5]1[CH2:22][CH2:21][C@@:20]2([CH3:23])[C@@H:7]([CH2:8][CH2:9][C@:10]3([CH3:40])[C@@H:19]2[CH2:18][CH2:17][C@H:16]2[C@@:11]3([CH3:39])[CH2:12][CH2:13][C@@:14]3([CH:31]([OH:32])[CH:33]=[O:46])[CH2:26][C:25](=[O:27])[C:24]([CH:28]([CH3:30])[CH3:29])=[C:15]32)[C:6]1([CH3:42])[CH3:41])(=[O:3])[CH3:2]. The yield is 0.557. (9) The reactants are [NH:1]([C:3]1[N:8]=[CH:7][C:6]([C:9]([OH:12])([CH3:11])[CH3:10])=[CH:5][CH:4]=1)[NH2:2].[N:13]([C:16]1[CH:21]=[CH:20][C:19]([N+:22]([O-:24])=[O:23])=[CH:18][CH:17]=1)=[C:14]=[S:15]. The product is [OH:12][C:9]([C:6]1[CH:5]=[CH:4][C:3]([NH:1][NH:2][C:14](=[S:15])[NH:13][C:16]2[CH:17]=[CH:18][C:19]([N+:22]([O-:24])=[O:23])=[CH:20][CH:21]=2)=[N:8][CH:7]=1)([CH3:10])[CH3:11]. The yield is 0.337. The catalyst is C(#N)C.CCOCC.